This data is from Peptide-MHC class II binding affinity with 134,281 pairs from IEDB. The task is: Regression. Given a peptide amino acid sequence and an MHC pseudo amino acid sequence, predict their binding affinity value. This is MHC class II binding data. (1) The peptide sequence is TAWDFSSAGGFFTSV. The MHC is HLA-DQA10201-DQB10303 with pseudo-sequence HLA-DQA10201-DQB10303. The binding affinity (normalized) is 0.562. (2) The binding affinity (normalized) is 0.0824. The MHC is HLA-DQA10104-DQB10503 with pseudo-sequence HLA-DQA10104-DQB10503. The peptide sequence is VKPLYIITPTNVSHI. (3) The peptide sequence is ATVATAPEVKYTVFE. The MHC is HLA-DQA10501-DQB10301 with pseudo-sequence HLA-DQA10501-DQB10301. The binding affinity (normalized) is 0.789. (4) The peptide sequence is GELQIVLKIDAAFKI. The MHC is DRB1_0404 with pseudo-sequence DRB1_0404. The binding affinity (normalized) is 0.710. (5) The peptide sequence is SSDDQVSLIKIPCLS. The MHC is DRB1_0101 with pseudo-sequence DRB1_0101. The binding affinity (normalized) is 0.419. (6) The peptide sequence is ITYVATATLPNYCRA. The MHC is HLA-DQA10501-DQB10201 with pseudo-sequence HLA-DQA10501-DQB10201. The binding affinity (normalized) is 0.380. (7) The peptide sequence is FFVKNPTDTGHGTVV. The MHC is DRB1_0802 with pseudo-sequence DRB1_0802. The binding affinity (normalized) is 0.223.